From a dataset of Full USPTO retrosynthesis dataset with 1.9M reactions from patents (1976-2016). Predict the reactants needed to synthesize the given product. Given the product [Cl:8][C:9]1[C:17]([F:18])=[CH:16][C:15]([C:2]2[CH:3]=[N:4][N:5]([CH3:7])[CH:6]=2)=[CH:14][C:10]=1[C:11]([O:13][CH3:28])=[O:12], predict the reactants needed to synthesize it. The reactants are: Br[C:2]1[CH:3]=[N:4][N:5]([CH3:7])[CH:6]=1.[Cl:8][C:9]1[C:17]([F:18])=[CH:16][C:15](B2OC(C)(C)C(C)(C)O2)=[CH:14][C:10]=1[C:11]([O-:13])=[O:12].[CH3:28]OC(=O)C1C=C(B2OC(C)(C)C(C)(C)O2)C=CC=1Cl.[F-].[Cs+].